This data is from Catalyst prediction with 721,799 reactions and 888 catalyst types from USPTO. The task is: Predict which catalyst facilitates the given reaction. Reactant: [N:1]([C@@H:4]([C@@H:28]([CH3:31])[CH2:29][CH3:30])[C:5]([N:7]([C@@H:12]([CH:25]([CH3:27])[CH3:26])[CH2:13][C@H:14]([C:16]1(C(NC)=O)[NH:20][CH:19]=[CH:18][S:17]1)[OH:15])[CH2:8][CH2:9][O:10][CH3:11])=[O:6])=[N+:2]=[N-:3].C(O[C:36](=[O:38])[CH3:37])(=O)C.[N:39]1[CH:44]=CC=C[CH:40]=1.[OH2:45]. Product: [C:36]([O:15][C@@H:14]([C:16]1[S:17][CH:18]=[C:19]([C:40](=[O:45])[NH:39][CH3:44])[N:20]=1)[CH2:13][C@@H:12]([N:7]([CH2:8][CH2:9][O:10][CH3:11])[C:5](=[O:6])[C@@H:4]([N:1]=[N+:2]=[N-:3])[C@@H:28]([CH3:31])[CH2:29][CH3:30])[CH:25]([CH3:27])[CH3:26])(=[O:38])[CH3:37]. The catalyst class is: 154.